The task is: Predict the reaction yield, written as a fraction of the theoretical maximum amount of product (1.0 means a 100% yield; for example, 0.34 means a 34% yield).. This data is from Reaction yield outcomes from USPTO patents with 853,638 reactions. (1) The reactants are Br[C:2]1[CH:7]=[C:6]([N+:8]([O-:10])=[O:9])[CH:5]=[CH:4][C:3]=1[C:11]([CH3:14])([CH3:13])[CH3:12].[CH3:15][N:16](C=O)C. The catalyst is O.[C-]#N.[C-]#N.[Zn+2].C1C=CC([P]([Pd]([P](C2C=CC=CC=2)(C2C=CC=CC=2)C2C=CC=CC=2)([P](C2C=CC=CC=2)(C2C=CC=CC=2)C2C=CC=CC=2)[P](C2C=CC=CC=2)(C2C=CC=CC=2)C2C=CC=CC=2)(C2C=CC=CC=2)C2C=CC=CC=2)=CC=1. The product is [C:11]([C:3]1[CH:4]=[CH:5][C:6]([N+:8]([O-:10])=[O:9])=[CH:7][C:2]=1[C:15]#[N:16])([CH3:14])([CH3:13])[CH3:12]. The yield is 0.800. (2) The reactants are [C:1]1(P(C2C=CC=CC=2)C2C=CC=CC=2)C=CC=CC=1.N(C(OCC)=O)=NC(OCC)=O.[C:32]([O:36][C:37]([N:39]1[CH2:44][CH2:43][C@@H:42]([C:45]2[CH:50]=[CH:49][C:48]([F:51])=[CH:47][CH:46]=2)[C@@H:41]([C:52]([OH:54])=[O:53])[CH2:40]1)=[O:38])([CH3:35])([CH3:34])[CH3:33]. The catalyst is O1CCCC1. The product is [CH3:1][O:53][C:52]([C@@H:41]1[C@H:42]([C:45]2[CH:46]=[CH:47][C:48]([F:51])=[CH:49][CH:50]=2)[CH2:43][CH2:44][N:39]([C:37]([O:36][C:32]([CH3:35])([CH3:33])[CH3:34])=[O:38])[CH2:40]1)=[O:54]. The yield is 0.940.